Dataset: Forward reaction prediction with 1.9M reactions from USPTO patents (1976-2016). Task: Predict the product of the given reaction. (1) Given the reactants [Cl:1][C:2]1[C:11]2[C:6](=[CH:7][CH:8]=[CH:9][CH:10]=2)[N:5]=[C:4]([C:12]2[C:17]([O:18]C)=[CH:16][CH:15]=[CH:14][C:13]=2[Cl:20])[N:3]=1.B(Br)(Br)Br, predict the reaction product. The product is: [Cl:20][C:13]1[C:12]([C:4]2[N:3]=[C:2]([Cl:1])[C:11]3[C:6](=[CH:7][CH:8]=[CH:9][CH:10]=3)[N:5]=2)=[C:17]([OH:18])[CH:16]=[CH:15][CH:14]=1. (2) Given the reactants [C:1]([CH2:9][C:10](=[O:17])[C:11]1[CH:16]=[CH:15][CH:14]=[CH:13][CH:12]=1)(=[O:8])[C:2]1[CH:7]=[CH:6][CH:5]=[CH:4][CH:3]=1.[Br:18][C:19]1[CH:20]=[C:21]([CH:24]=[CH:25][C:26]=1[F:27])[CH:22]=O, predict the reaction product. The product is: [Br:18][C:19]1[CH:20]=[C:21]([CH:24]=[CH:25][C:26]=1[F:27])[CH:22]=[C:9]([C:1]([C:2]1[CH:7]=[CH:6][CH:5]=[CH:4][CH:3]=1)=[O:8])[C:10]([C:11]1[CH:16]=[CH:15][CH:14]=[CH:13][CH:12]=1)=[O:17]. (3) Given the reactants [NH2:1][CH:2]1[CH2:7][CH2:6][N:5]([CH2:8][CH2:9][N:10]2[C:15](=[O:16])[CH:14]=[N:13][C:12]3[CH:17]=[CH:18][C:19]([O:21][CH3:22])=[N:20][C:11]2=3)[CH2:4][CH2:3]1.[N:23]1[C:28]2[O:29][CH2:30][CH2:31][O:32][C:27]=2[CH:26]=[C:25]([CH:33]=O)[N:24]=1.C(O[BH-](OC(=O)C)OC(=O)C)(=O)C.[Na+].C([O-])(O)=O.[Na+].C(Cl)[Cl:55], predict the reaction product. The product is: [ClH:55].[ClH:55].[N:23]1[C:28]2[O:29][CH2:30][CH2:31][O:32][C:27]=2[CH:26]=[C:25]([CH2:33][NH:1][CH:2]2[CH2:3][CH2:4][N:5]([CH2:8][CH2:9][N:10]3[C:15](=[O:16])[CH:14]=[N:13][C:12]4[CH:17]=[CH:18][C:19]([O:21][CH3:22])=[N:20][C:11]3=4)[CH2:6][CH2:7]2)[N:24]=1. (4) Given the reactants [Cl:1][C:2]1[CH:10]=[C:9]2[C:5]([C:6]([C:11]([N:13]3[CH2:18][CH2:17][N:16]([C:19]4[CH:24]=[CH:23][CH:22]=[CH:21][C:20]=4[O:25][CH3:26])[CH2:15][CH2:14]3)=[O:12])=[CH:7][NH:8]2)=[CH:4][CH:3]=1.Cl[CH2:28][C:29]([N:31]1[CH2:36][CH2:35][N:34]([CH3:37])[CH2:33][CH2:32]1)=[O:30], predict the reaction product. The product is: [Cl:1][C:2]1[CH:10]=[C:9]2[C:5]([C:6]([C:11]([N:13]3[CH2:18][CH2:17][N:16]([C:19]4[CH:24]=[CH:23][CH:22]=[CH:21][C:20]=4[O:25][CH3:26])[CH2:15][CH2:14]3)=[O:12])=[CH:7][N:8]2[CH2:28][C:29]([N:31]2[CH2:36][CH2:35][N:34]([CH3:37])[CH2:33][CH2:32]2)=[O:30])=[CH:4][CH:3]=1. (5) Given the reactants Cl[CH2:2][CH2:3][C:4]1[C:12]2[C:7](=[CH:8][CH:9]=[C:10]([CH2:13][S:14]([NH:17][CH3:18])(=[O:16])=[O:15])[CH:11]=2)[NH:6][CH:5]=1.[I-].[K+].[CH3:21][NH:22][CH3:23].C(=O)([O-])[O-].[Na+].[Na+], predict the reaction product. The product is: [CH3:18][NH:17][S:14]([CH2:13][C:10]1[CH:9]=[CH:8][C:7]2[NH:6][CH:5]=[C:4]([CH2:3][CH2:2][N:22]([CH3:23])[CH3:21])[C:12]=2[CH:11]=1)(=[O:16])=[O:15]. (6) Given the reactants [Cl:1][C:2]1[CH:7]=[CH:6][CH:5]=[CH:4][C:3]=1[N:8]1[C:12]([C:13]2[N:14]=[C:15]3[C:21]4[CH:22]=[CH:23][C:24]([C:26]([OH:28])=O)=[CH:25][C:20]=4[O:19][CH2:18][CH2:17][N:16]3[CH:29]=2)=[N:11][CH:10]=[N:9]1.[Cl-].[NH4+].C[N:33](C(ON1N=NC2C=CC=NC1=2)=[N+](C)C)C.F[P-](F)(F)(F)(F)F.C(N(C(C)C)CC)(C)C, predict the reaction product. The product is: [Cl:1][C:2]1[CH:7]=[CH:6][CH:5]=[CH:4][C:3]=1[N:8]1[C:12]([C:13]2[N:14]=[C:15]3[C:21]4[CH:22]=[CH:23][C:24]([C:26]([NH2:33])=[O:28])=[CH:25][C:20]=4[O:19][CH2:18][CH2:17][N:16]3[CH:29]=2)=[N:11][CH:10]=[N:9]1. (7) Given the reactants [CH3:1][C:2]1([CH3:28])[C:14]2[NH:13][C:12]3[C:7](=[CH:8][CH:9]=[C:10]([C:15]#[N:16])[CH:11]=3)[C:6]=2[C:5](=[O:17])[C:4]2[CH:18]=[CH:19][C:20]([CH:22]3[CH2:27][CH2:26][NH:25][CH2:24][CH2:23]3)=[CH:21][C:3]1=2.[N:29]1([S:34](N2C=C[N+](C)=C2)(=[O:36])=[O:35])[CH:33]=[CH:32][N:31]=[CH:30]1, predict the reaction product. The product is: [N:29]1([S:34]([N:25]2[CH2:26][CH2:27][CH:22]([C:20]3[CH:19]=[CH:18][C:4]4[C:5](=[O:17])[C:6]5[C:7]6[C:12](=[CH:11][C:10]([C:15]#[N:16])=[CH:9][CH:8]=6)[NH:13][C:14]=5[C:2]([CH3:28])([CH3:1])[C:3]=4[CH:21]=3)[CH2:23][CH2:24]2)(=[O:36])=[O:35])[CH:33]=[CH:32][N:31]=[CH:30]1.